Predict the reactants needed to synthesize the given product. From a dataset of Full USPTO retrosynthesis dataset with 1.9M reactions from patents (1976-2016). (1) Given the product [CH2:13]([O:1][C:2]1[CH:3]=[C:4]([CH:7]=[CH:8][C:9]=1[O:10][CH3:11])[CH:5]=[O:6])[CH2:14][CH2:15][CH3:16], predict the reactants needed to synthesize it. The reactants are: [OH:1][C:2]1[CH:3]=[C:4]([CH:7]=[CH:8][C:9]=1[O:10][CH3:11])[CH:5]=[O:6].Br[CH2:13][CH2:14][CH2:15][CH3:16].C([O-])([O-])=O.[K+].[K+]. (2) Given the product [CH3:9][C:4]1[N:3]2[CH:11]=[C:12]([C:13]([O:15][CH2:16][CH3:17])=[O:14])[N:1]=[C:2]2[CH:7]=[C:6]([CH3:8])[N:5]=1, predict the reactants needed to synthesize it. The reactants are: [NH2:1][C:2]1[CH:7]=[C:6]([CH3:8])[N:5]=[C:4]([CH3:9])[N:3]=1.Br[CH2:11][C:12](=O)[C:13]([O:15][CH2:16][CH3:17])=[O:14]. (3) Given the product [CH3:18][O:17][C:16]1[CH:15]=[CH:14][CH:13]=[C:12]([O:19][CH3:20])[C:11]=1[CH:2]1[N:1]([CH2:30][C:29]2[CH:32]=[CH:33][N:34]=[C:27]([C:25]3[S:26][C:22]([CH3:21])=[CH:23][N:24]=3)[CH:28]=2)[C:5](=[O:7])[CH:4]([CH3:10])[CH2:3]1, predict the reactants needed to synthesize it. The reactants are: [NH2:1][CH:2]([C:11]1[C:16]([O:17][CH3:18])=[CH:15][CH:14]=[CH:13][C:12]=1[O:19][CH3:20])[CH2:3][CH:4]([CH3:10])[C:5]([O:7]CC)=O.[CH3:21][C:22]1[S:26][C:25]([C:27]2[CH:28]=[C:29]([CH:32]=[CH:33][N:34]=2)[CH:30]=O)=[N:24][CH:23]=1. (4) Given the product [C:35]([O:34][C:32](=[O:33])[CH2:31][N:24]1[CH2:23][CH2:22][C:21]2[C:26](=[CH:27][CH:28]=[C:19]([C:16]3[N:15]=[C:14]([C:10]4[CH:9]=[C:8]5[C:13](=[CH:12][CH:11]=4)[N:5]([CH:2]([CH3:4])[CH3:3])[N:6]=[CH:7]5)[O:18][N:17]=3)[C:20]=2[CH3:29])[CH2:25]1)([CH3:38])([CH3:37])[CH3:36], predict the reactants needed to synthesize it. The reactants are: Cl.[CH:2]([N:5]1[C:13]2[C:8](=[CH:9][C:10]([C:14]3[O:18][N:17]=[C:16]([C:19]4[C:20]([CH3:29])=[C:21]5[C:26](=[CH:27][CH:28]=4)[CH2:25][NH:24][CH2:23][CH2:22]5)[N:15]=3)=[CH:11][CH:12]=2)[CH:7]=[N:6]1)([CH3:4])[CH3:3].Br[CH2:31][C:32]([O:34][C:35]([CH3:38])([CH3:37])[CH3:36])=[O:33]. (5) Given the product [C:1]([O:9][C@H:10]1[CH2:15][C@H:14]([NH:16][C:17]([O:19][C:20]([CH3:23])([CH3:22])[CH3:21])=[O:18])[CH2:13][N:12]([C:46]2[CH:51]=[CH:50][N:49]=[CH:48][C:47]=2[N+:52]([O-:54])=[O:53])[CH2:11]1)(=[O:8])[C:2]1[CH:3]=[CH:4][CH:5]=[CH:6][CH:7]=1, predict the reactants needed to synthesize it. The reactants are: [C:1]([O:9][C@H:10]1[CH2:15][C@H:14]([NH:16][C:17]([O:19][C:20]([CH3:23])([CH3:22])[CH3:21])=[O:18])[CH2:13][N:12](C(OCC2C=CC=CC=2)=O)[CH2:11]1)(=[O:8])[C:2]1[CH:7]=[CH:6][CH:5]=[CH:4][CH:3]=1.CO.CCN(C(C)C)C(C)C.Cl[C:46]1[CH:51]=[CH:50][N:49]=[CH:48][C:47]=1[N+:52]([O-:54])=[O:53]. (6) Given the product [CH3:32][CH:16]([O:15][C:12]1[CH:13]=[C:14]2[C:9]([CH:8]=[CH:7][N:6]2[CH2:5][C:4]([OH:33])=[O:3])=[CH:10][CH:11]=1)[CH2:17][CH2:18][C:19]#[C:20][C:21]1[CH:26]=[CH:25][C:24]([O:27][C:28]([F:31])([F:30])[F:29])=[CH:23][CH:22]=1, predict the reactants needed to synthesize it. The reactants are: C([O:3][C:4](=[O:33])[CH2:5][N:6]1[C:14]2[C:9](=[CH:10][CH:11]=[C:12]([O:15][CH:16]([CH3:32])[CH2:17][CH2:18][C:19]#[C:20][C:21]3[CH:26]=[CH:25][C:24]([O:27][C:28]([F:31])([F:30])[F:29])=[CH:23][CH:22]=3)[CH:13]=2)[CH:8]=[CH:7]1)C.[Li+].[OH-].